From a dataset of NCI-60 drug combinations with 297,098 pairs across 59 cell lines. Regression. Given two drug SMILES strings and cell line genomic features, predict the synergy score measuring deviation from expected non-interaction effect. (1) Drug 1: CCCS(=O)(=O)NC1=C(C(=C(C=C1)F)C(=O)C2=CNC3=C2C=C(C=N3)C4=CC=C(C=C4)Cl)F. Drug 2: CC1=C2C(C(=O)C3(C(CC4C(C3C(C(C2(C)C)(CC1OC(=O)C(C(C5=CC=CC=C5)NC(=O)OC(C)(C)C)O)O)OC(=O)C6=CC=CC=C6)(CO4)OC(=O)C)O)C)O. Cell line: OVCAR-5. Synergy scores: CSS=20.3, Synergy_ZIP=1.64, Synergy_Bliss=-2.33, Synergy_Loewe=-50.0, Synergy_HSA=-6.68. (2) Drug 1: COC1=CC(=CC(=C1O)OC)C2C3C(COC3=O)C(C4=CC5=C(C=C24)OCO5)OC6C(C(C7C(O6)COC(O7)C8=CC=CS8)O)O. Drug 2: CN(C)C1=NC(=NC(=N1)N(C)C)N(C)C. Cell line: 786-0. Synergy scores: CSS=42.8, Synergy_ZIP=1.57, Synergy_Bliss=1.29, Synergy_Loewe=-42.2, Synergy_HSA=-0.866. (3) Drug 1: CC12CCC3C(C1CCC2=O)CC(=C)C4=CC(=O)C=CC34C. Synergy scores: CSS=40.3, Synergy_ZIP=1.03, Synergy_Bliss=-0.591, Synergy_Loewe=-0.572, Synergy_HSA=-0.559. Cell line: A498. Drug 2: CC1=CC=C(C=C1)C2=CC(=NN2C3=CC=C(C=C3)S(=O)(=O)N)C(F)(F)F.